This data is from Catalyst prediction with 721,799 reactions and 888 catalyst types from USPTO. The task is: Predict which catalyst facilitates the given reaction. (1) Reactant: [C:1]([OH:7])([C:3]([F:6])([F:5])[F:4])=[O:2].[CH2:8]([O:15][C:16]1[CH:17]=[C:18]([CH2:23][C@H:24]([NH:29]C(OC(C)(C)C)=O)[C:25]([O:27][CH3:28])=[O:26])[CH:19]=[CH:20][C:21]=1[CH3:22])[C:9]1[CH:14]=[CH:13][CH:12]=[CH:11][CH:10]=1. Product: [NH2:29][C@@H:24]([CH2:23][C:18]1[CH:19]=[CH:20][C:21]([CH3:22])=[C:16]([O:15][CH2:8][C:9]2[CH:10]=[CH:11][CH:12]=[CH:13][CH:14]=2)[CH:17]=1)[C:25]([O:27][CH3:28])=[O:26].[C:1]([OH:7])([C:3]([F:6])([F:5])[F:4])=[O:2]. The catalyst class is: 2. (2) Reactant: C([Mg]Cl)(C)C.[CH:6]([S:9]([N:12]1[C:16]2[CH:17]=[C:18](I)[CH:19]=[CH:20][C:15]=2[N:14]=[C:13]1[NH2:22])(=[O:11])=[O:10])([CH3:8])[CH3:7].CN(OC)[C:25](=[O:41])[CH:26]([O:33][Si:34]([C:37]([CH3:40])([CH3:39])[CH3:38])([CH3:36])[CH3:35])[C:27]1[CH:32]=[CH:31][CH:30]=[CH:29][CH:28]=1.[Cl-].[NH4+]. Product: [CH:6]([S:9]([N:12]1[C:16]2[CH:17]=[C:18]([C:25](=[O:41])[CH:26]([O:33][Si:34]([C:37]([CH3:39])([CH3:38])[CH3:40])([CH3:36])[CH3:35])[C:27]3[CH:32]=[CH:31][CH:30]=[CH:29][CH:28]=3)[CH:19]=[CH:20][C:15]=2[N:14]=[C:13]1[NH2:22])(=[O:11])=[O:10])([CH3:8])[CH3:7]. The catalyst class is: 7. (3) Reactant: C(OC([N:8]1[CH2:12][CH2:11][C@@:10]([NH:14][C:15]2[CH:16]=[C:17]3[C:26](=[CH:27][C:28]=2/[CH:29]=[CH:30]/OCC)[O:25][CH2:24][C:23]2[N:18]3[C@@H:19]([CH3:35])[C:20](=[O:34])[NH:21][N:22]=2)([CH3:13])[CH2:9]1)=O)(C)(C)C.C(O)(C(F)(F)F)=O. Product: [CH3:35][C@H:19]1[C:20](=[O:34])[NH:21][N:22]=[C:23]2[N:18]1[C:17]1[CH:16]=[C:15]3[N:14]([C@@:10]4([CH3:13])[CH2:11][CH2:12][NH:8][CH2:9]4)[CH:30]=[CH:29][C:28]3=[CH:27][C:26]=1[O:25][CH2:24]2. The catalyst class is: 2. (4) Reactant: P(Br)(Br)[Br:2].[CH3:5][C:6]1[N:7]=[C:8]([C:13]2[CH:18]=[CH:17][CH:16]=[CH:15][CH:14]=2)[O:9][C:10]=1[CH2:11]O. Product: [Br:2][CH2:11][C:10]1[O:9][C:8]([C:13]2[CH:18]=[CH:17][CH:16]=[CH:15][CH:14]=2)=[N:7][C:6]=1[CH3:5]. The catalyst class is: 876. (5) Reactant: [N+:1]([CH2:4][CH2:5][CH2:6][C:7]1([O:12][CH2:11][CH2:10][O:9]1)[CH3:8])([O-])=O. Product: [NH2:1][CH2:4][CH2:5][CH2:6][C:7]1([O:12][CH2:11][CH2:10][O:9]1)[CH3:8]. The catalyst class is: 5.